Task: Predict the reactants needed to synthesize the given product.. Dataset: Full USPTO retrosynthesis dataset with 1.9M reactions from patents (1976-2016) Given the product [N+:1]([C:4]1[CH:14]=[CH:13][CH:12]=[C:6]2[C:5]=1[CH2:10][NH:9][CH2:7]2)([O-:3])=[O:2], predict the reactants needed to synthesize it. The reactants are: [N+:1]([C:4]1[CH:14]=[CH:13][CH:12]=[C:6]2[C:7]([NH:9][C:10](=O)[C:5]=12)=O)([O-:3])=[O:2].CSC.B.